From a dataset of Reaction yield outcomes from USPTO patents with 853,638 reactions. Predict the reaction yield, written as a fraction of the theoretical maximum amount of product (1.0 means a 100% yield; for example, 0.34 means a 34% yield). (1) The reactants are [CH3:1][O:2]/[CH:3]=[CH:4]/[C:5]([OH:7])=O.O1CCCC1.C(Cl)(=O)C(Cl)=O.Cl.[NH2:20][C:21]1[N:22]=[C:23]2[CH:28]=[CH:27][C:26]([O:29][C:30]3[CH:31]=[CH:32][C:33]([CH3:46])=[C:34]([NH:36][C:37]([C:39]4[N:43]([CH3:44])[N:42]=[C:41]([CH3:45])[CH:40]=4)=[O:38])[CH:35]=3)=[N:25][N:24]2[CH:47]=1. The catalyst is CN(C)C=O.CN(C)C(=O)C. The product is [CH3:1][O:2]/[CH:3]=[CH:4]/[C:5]([NH:20][C:21]1[N:22]=[C:23]2[CH:28]=[CH:27][C:26]([O:29][C:30]3[CH:31]=[CH:32][C:33]([CH3:46])=[C:34]([NH:36][C:37]([C:39]4[N:43]([CH3:44])[N:42]=[C:41]([CH3:45])[CH:40]=4)=[O:38])[CH:35]=3)=[N:25][N:24]2[CH:47]=1)=[O:7]. The yield is 0.280. (2) The product is [Cl:8][C:6]1[CH:5]=[C:4]([C:9]2[N:14]=[C:13]([C:15]3[CH:20]=[CH:19][CH:18]=[CH:17][CH:16]=3)[N:12]=[C:11]([C:21]3[CH:26]=[CH:25][CH:24]=[CH:23][CH:22]=3)[N:10]=2)[CH:3]=[C:2]([C:39]2[C:40]3[C:31]([C:32]4[CH:33]=[CH:34][CH:35]=[CH:36][C:37]=4[CH:38]=2)=[CH:30][CH:29]=[CH:28][CH:27]=3)[CH:7]=1. The reactants are Br[C:2]1[CH:3]=[C:4]([C:9]2[N:14]=[C:13]([C:15]3[CH:20]=[CH:19][CH:18]=[CH:17][CH:16]=3)[N:12]=[C:11]([C:21]3[CH:26]=[CH:25][CH:24]=[CH:23][CH:22]=3)[N:10]=2)[CH:5]=[C:6]([Cl:8])[CH:7]=1.[CH:27]1[C:40]2[CH:39]=[C:38](B(O)O)[C:37]3[C:32](=[CH:33][CH:34]=[CH:35][CH:36]=3)[C:31]=2[CH:30]=[CH:29][CH:28]=1.[OH-].[Na+].O1CCCC1. The yield is 0.920. The catalyst is [Pd].C1(P(C2C=CC=CC=2)C2C=CC=CC=2)C=CC=CC=1.C1(P(C2C=CC=CC=2)C2C=CC=CC=2)C=CC=CC=1.C1(P(C2C=CC=CC=2)C2C=CC=CC=2)C=CC=CC=1.C1(P(C2C=CC=CC=2)C2C=CC=CC=2)C=CC=CC=1.O. (3) The reactants are ClC1C=CC(C2C3C=CC=CC=3C3C(C)=NOC=3[C@H](CC(O)(O)C(F)(F)F)N=2)=CC=1.O.C1(C)C=CC(S(O)(=O)=O)=CC=1.C(N)C1C=CC=CC=1.C(N(CC)CC)C.CC1(C)C2(CS(O)(=O)=O)C(CC1CC2)=O.[Cl:73][C:74]1[CH:79]=[CH:78][C:77]([C:80]2[C:86]3[CH:87]=[CH:88][CH:89]=[CH:90][C:85]=3[C:84]3[C:91]([CH3:94])=[N:92][O:93][C:83]=3[C@H:82]([CH2:95][C@H:96]([NH2:101])[C:97]([F:100])([F:99])[F:98])[N:81]=2)=[CH:76][CH:75]=1. The catalyst is C1(C)C=CC=CC=1.CC(OC)(C)C.O.CO.CCOC(C)=O. The product is [Cl:73][C:74]1[CH:79]=[CH:78][C:77]([C:80]2[C:86]3[CH:87]=[CH:88][CH:89]=[CH:90][C:85]=3[C:84]3[C:91]([CH3:94])=[N:92][O:93][C:83]=3[C@H:82]([CH2:95][C@@H:96]([NH2:101])[C:97]([F:99])([F:100])[F:98])[N:81]=2)=[CH:76][CH:75]=1. The yield is 0.407. (4) The reactants are [CH3:1][O:2][C:3]1[CH:4]=[C:5]2[C:10](=[CH:11][C:12]=1[O:13][CH3:14])[CH2:9][NH:8][CH2:7][CH2:6]2.Br[CH2:16][CH2:17][C:18]#[N:19].C(=O)([O-])[O-].[K+].[K+]. The catalyst is C(O)CCC.O1CCOCC1.[I-].[K+]. The product is [C:18]([CH2:17][CH2:16][N:8]1[CH2:7][CH2:6][C:5]2[C:10](=[CH:11][C:12]([O:13][CH3:14])=[C:3]([O:2][CH3:1])[CH:4]=2)[CH2:9]1)#[N:19]. The yield is 0.590. (5) The reactants are [CH3:1][C:2]1[C:7]2[N:8]=[C:9]([C:11]3[CH:16]=[CH:15][C:14]([O:17][CH3:18])=[CH:13][CH:12]=3)[S:10][C:6]=2[CH:5]=[C:4]([O:19][CH3:20])[CH:3]=1.[Br:21]N1C(=O)CCC1=O. The catalyst is C(Cl)(Cl)(Cl)Cl.C(OOC(=O)C1C=CC=CC=1)(=O)C1C=CC=CC=1. The product is [Br:21][CH2:1][C:2]1[C:7]2[N:8]=[C:9]([C:11]3[CH:16]=[CH:15][C:14]([O:17][CH3:18])=[CH:13][CH:12]=3)[S:10][C:6]=2[CH:5]=[C:4]([O:19][CH3:20])[CH:3]=1. The yield is 0.700. (6) The reactants are [NH2:1][C:2]1[C:11]2[C:6](=[C:7](Br)[CH:8]=[CH:9][CH:10]=2)[N:5]=[N:4][C:3]=1[C:13]([NH:15][CH2:16][CH2:17][CH3:18])=[O:14].[CH3:19][N:20]([CH3:30])[C:21]1[CH:26]=[CH:25][C:24](B(O)O)=[CH:23][CH:22]=1. No catalyst specified. The product is [NH2:1][C:2]1[C:11]2[C:6](=[C:7]([C:24]3[CH:25]=[CH:26][C:21]([N:20]([CH3:30])[CH3:19])=[CH:22][CH:23]=3)[CH:8]=[CH:9][CH:10]=2)[N:5]=[N:4][C:3]=1[C:13]([NH:15][CH2:16][CH2:17][CH3:18])=[O:14]. The yield is 0.930. (7) The reactants are [F:1][C:2]1[CH:11]=[C:10]2[C:5]([CH:6]=[CH:7][NH:8][C:9]2=[O:12])=[CH:4][C:3]=1[O:13][CH3:14].CS(O)(=O)=O.[CH3:20][OH:21]. No catalyst specified. The product is [F:1][C:2]1[CH:11]=[C:10]2[C:5]([C:6]([O:21][CH3:20])=[CH:7][NH:8][C:9]2=[O:12])=[CH:4][C:3]=1[O:13][CH3:14]. The yield is 0.910. (8) The reactants are [O:1]=[S:2]1(=[O:38])[C:6]2[CH:7]=[CH:8][C:9]([C:11]3[CH:12]=[C:13]([C:18]4[C:19]([C:31]5[CH:36]=[CH:35][CH:34]=[C:33]([CH3:37])[N:32]=5)=[N:20][N:21](COCC[Si](C)(C)C)[CH:22]=4)[CH:14]=[CH:15][C:16]=3[F:17])=[CH:10][C:5]=2[CH:4]=[CH:3]1. The catalyst is [C].[Pd].C(O)C. The product is [O:38]=[S:2]1(=[O:1])[C:6]2[CH:7]=[CH:8][C:9]([C:11]3[CH:12]=[C:13]([C:18]4[C:19]([C:31]5[CH:36]=[CH:35][CH:34]=[C:33]([CH3:37])[N:32]=5)=[N:20][NH:21][CH:22]=4)[CH:14]=[CH:15][C:16]=3[F:17])=[CH:10][C:5]=2[CH2:4][CH2:3]1. The yield is 0.630. (9) The reactants are [NH2:1][C:2]1[C:11]2[C:6](=[CH:7][CH:8]=[CH:9][CH:10]=2)[C:5]([O:12][C:13]2[C:22]3[NH:21][C:20](=[O:23])[C:19]([CH3:24])=[N:18][C:17]=3[N:16]=[CH:15][CH:14]=2)=[CH:4][CH:3]=1.[C:25]([C:29]1[CH:33]=[C:32]([N:34]=[C:35]=[O:36])[N:31]([C:37]2[CH:42]=[CH:41][CH:40]=[CH:39][CH:38]=2)[N:30]=1)([CH3:28])([CH3:27])[CH3:26]. No catalyst specified. The product is [C:25]([C:29]1[CH:33]=[C:32]([NH:34][C:35]([NH:1][C:2]2[C:11]3[C:6](=[CH:7][CH:8]=[CH:9][CH:10]=3)[C:5]([O:12][C:13]3[C:22]4[NH:21][C:20](=[O:23])[C:19]([CH3:24])=[N:18][C:17]=4[N:16]=[CH:15][CH:14]=3)=[CH:4][CH:3]=2)=[O:36])[N:31]([C:37]2[CH:42]=[CH:41][CH:40]=[CH:39][CH:38]=2)[N:30]=1)([CH3:28])([CH3:26])[CH3:27]. The yield is 0.410.